Task: Predict the reaction yield, written as a fraction of the theoretical maximum amount of product (1.0 means a 100% yield; for example, 0.34 means a 34% yield).. Dataset: Reaction yield outcomes from USPTO patents with 853,638 reactions (1) The reactants are C1C=CC2N(O)[N:8]=[N:7]C=2C=1.CCN=C=NCCCN(C)C.C[O:23][C:24](=O)[C:25]1[CH:30]=[C:29]([CH3:31])[CH:28]=[CH:27][C:26]=1[F:32].C(#N)C.O.NN.C1CCCCC=1. No catalyst specified. The product is [F:32][C:26]1[CH:27]=[CH:28][C:29]([CH3:31])=[CH:30][C:25]=1[C:24]([NH:7][NH2:8])=[O:23]. The yield is 0.760. (2) The reactants are [CH2:1]([O:8][CH2:9][C@@H:10]1[O:15][CH2:14][CH2:13][NH:12][CH2:11]1)[C:2]1[CH:7]=[CH:6][CH:5]=[CH:4][CH:3]=1.C([O-])([O-])=O.[K+].[K+].[CH3:22][C:23]([O:26][C:27](O[C:27]([O:26][C:23]([CH3:25])([CH3:24])[CH3:22])=[O:28])=[O:28])([CH3:25])[CH3:24]. The catalyst is CC(C)=O.O. The product is [CH2:1]([O:8][CH2:9][C@@H:10]1[O:15][CH2:14][CH2:13][N:12]([C:27]([O:26][C:23]([CH3:25])([CH3:24])[CH3:22])=[O:28])[CH2:11]1)[C:2]1[CH:3]=[CH:4][CH:5]=[CH:6][CH:7]=1. The yield is 0.440. (3) The reactants are Br[CH2:2][C:3]1[CH:8]=[CH:7][C:6]([C:9]([F:12])([F:11])[F:10])=[CH:5][N:4]=1.[OH:13][C:14]1[CH:19]=[CH:18][N:17]([C:20]2[CH:21]=[CH:22][C:23]3[C:24]4[CH2:33][N:32]([C:34]([O:36][C:37]([CH3:40])([CH3:39])[CH3:38])=[O:35])[CH2:31][CH2:30][C:25]=4[N:26]([CH3:29])[C:27]=3[CH:28]=2)[C:16](=[O:41])[CH:15]=1.C([O-])([O-])=O.[K+].[K+]. The catalyst is C(#N)C.CN(C=O)C.C(Cl)Cl. The product is [CH3:29][N:26]1[C:27]2[CH:28]=[C:20]([N:17]3[CH:18]=[CH:19][C:14]([O:13][CH2:2][C:3]4[CH:8]=[CH:7][C:6]([C:9]([F:12])([F:11])[F:10])=[CH:5][N:4]=4)=[CH:15][C:16]3=[O:41])[CH:21]=[CH:22][C:23]=2[C:24]2[CH2:33][N:32]([C:34]([O:36][C:37]([CH3:40])([CH3:39])[CH3:38])=[O:35])[CH2:31][CH2:30][C:25]1=2. The yield is 0.290. (4) The reactants are [F:1][C:2]1[CH:7]=[C:6]([S:8][CH3:9])[CH:5]=[CH:4][C:3]=1[NH2:10].[Li+].C[Si]([N-][Si](C)(C)C)(C)C.F[C:22]1[C:30]2[S:29][N:28]=[CH:27][C:26]=2[CH:25]=[CH:24][C:23]=1[C:31]([OH:33])=[O:32]. The catalyst is C1COCC1. The product is [F:1][C:2]1[CH:7]=[C:6]([S:8][CH3:9])[CH:5]=[CH:4][C:3]=1[NH:10][C:22]1[C:30]2[S:29][N:28]=[CH:27][C:26]=2[CH:25]=[CH:24][C:23]=1[C:31]([OH:33])=[O:32]. The yield is 0.300.